The task is: Predict the product of the given reaction.. This data is from Forward reaction prediction with 1.9M reactions from USPTO patents (1976-2016). (1) Given the reactants [C:1]([CH2:3][C:4]([NH2:6])=[O:5])#[N:2].C(O/[CH:10]=[CH:11]/[C:12](=O)[C:13]([F:16])([F:15])[F:14])C, predict the reaction product. The product is: [OH:5][C:4]1[N:6]=[C:12]([C:13]([F:16])([F:15])[F:14])[CH:11]=[CH:10][C:3]=1[C:1]#[N:2]. (2) Given the reactants Br[C:2]1[CH:7]=[CH:6][C:5]([S:8][CH2:9][CH:10]2[CH2:12][CH2:11]2)=[CH:4][CH:3]=1.[C:13]([O-])(=O)[CH3:14].[K+].B1(B2O[C:30]([CH3:33])(C)[C:29]([CH3:35])([CH3:34])O2)O[C:30](C)([CH3:33])[C:29]([CH3:35])([CH3:34])O1.CN(C=O)C.[C:41]([O:44][CH2:45][CH3:46])(=[O:43])C, predict the reaction product. The product is: [CH:29]1(/[CH:30]=[C:33](\[C:2]2[CH:7]=[CH:6][C:5]([S:8][CH2:9][CH:10]3[CH2:12][CH2:11]3)=[CH:4][CH:3]=2)/[C:41]([O:44][CH2:45][CH3:46])=[O:43])[CH2:34][CH2:14][CH2:13][CH2:35]1. (3) Given the reactants C1(C[NH2:8])CCCCC1.[C:9](=[O:14])(OC)[O:10][CH3:11].[C:15]1([CH3:21])[CH:20]=[CH:19][CH:18]=[CH:17][CH:16]=1, predict the reaction product. The product is: [C:9](=[O:14])([O:10][CH2:11][CH2:21][CH:15]1[CH2:20][CH2:19][CH2:18][CH2:17][CH2:16]1)[NH2:8].